From a dataset of Retrosynthesis with 50K atom-mapped reactions and 10 reaction types from USPTO. Predict the reactants needed to synthesize the given product. Given the product COCCOc1cc(C(=O)OC)ccc1N, predict the reactants needed to synthesize it. The reactants are: COC(=O)c1ccc(N)c(O)c1.COCCBr.